This data is from Catalyst prediction with 721,799 reactions and 888 catalyst types from USPTO. The task is: Predict which catalyst facilitates the given reaction. (1) Reactant: [NH:1]([C:4]1[CH:5]=[CH:6][C:7]([CH3:22])=[C:8]([NH:10][C:11]([C:13]2[N:17]3[CH:18]=[CH:19][CH:20]=[CH:21][C:16]3=[N:15][CH:14]=2)=[O:12])[CH:9]=1)[C:2]#[N:3].[NH2:23][OH:24]. Product: [OH:24]/[N:23]=[C:2](\[NH2:3])/[NH:1][C:4]1[CH:5]=[CH:6][C:7]([CH3:22])=[C:8]([NH:10][C:11]([C:13]2[N:17]3[CH:18]=[CH:19][CH:20]=[CH:21][C:16]3=[N:15][CH:14]=2)=[O:12])[CH:9]=1. The catalyst class is: 14. (2) Reactant: [O:1]=[C:2]1[NH:6][N:5]=[C:4]([C:7]2[N:12]=[C:11]([O:13][C@H:14]3[CH2:18][CH2:17][N:16](C(OC(C)(C)C)=O)[CH2:15]3)[CH:10]=[CH:9][CH:8]=2)[NH:3]1.C(O)(C(F)(F)F)=O. Product: [NH:16]1[CH2:17][CH2:18][C@H:14]([O:13][C:11]2[N:12]=[C:7]([C:4]3[NH:3][C:2](=[O:1])[NH:6][N:5]=3)[CH:8]=[CH:9][CH:10]=2)[CH2:15]1. The catalyst class is: 2.